From a dataset of Reaction yield outcomes from USPTO patents with 853,638 reactions. Predict the reaction yield, written as a fraction of the theoretical maximum amount of product (1.0 means a 100% yield; for example, 0.34 means a 34% yield). (1) The reactants are [Cl:1][C:2]1[CH:25]=[CH:24][C:5]([O:6][C:7]2[CH:23]=[CH:22][C:10]([O:11][CH2:12][C@@H:13]3[CH2:17][CH2:16][CH2:15][N:14]3[CH2:18][CH2:19][CH2:20][NH2:21])=[CH:9][CH:8]=2)=[CH:4][CH:3]=1.C(N(C(C)C)CC)(C)C.[C:35](OC(=O)C)(=[O:37])[CH3:36]. The catalyst is ClCCl. The product is [ClH:1].[Cl:1][C:2]1[CH:25]=[CH:24][C:5]([O:6][C:7]2[CH:23]=[CH:22][C:10]([O:11][CH2:12][C@@H:13]3[CH2:17][CH2:16][CH2:15][N:14]3[CH2:18][CH2:19][CH2:20][NH:21][C:35](=[O:37])[CH3:36])=[CH:9][CH:8]=2)=[CH:4][CH:3]=1. The yield is 0.360. (2) The reactants are [Br:1][C:2]1[CH:22]=[CH:21][C:5]2[NH:6][C:7]([C@@H:9]3[CH2:13][CH2:12][CH2:11][N:10]3[C:14]([O:16][C:17]([CH3:20])([CH3:19])[CH3:18])=[O:15])=[N:8][C:4]=2[CH:3]=1.[H-].[Na+].[CH3:25][Si:26]([CH2:29][CH2:30][O:31][CH2:32]Cl)([CH3:28])[CH3:27]. The catalyst is C1COCC1. The product is [Br:1][C:2]1[CH:22]=[CH:21][C:5]2[N:6]=[C:7]([C@@H:9]3[CH2:13][CH2:12][CH2:11][N:10]3[C:14]([O:16][C:17]([CH3:19])([CH3:18])[CH3:20])=[O:15])[N:8]([CH2:32][O:31][CH2:30][CH2:29][Si:26]([CH3:28])([CH3:27])[CH3:25])[C:4]=2[CH:3]=1. The yield is 0.730. (3) The reactants are [F:1][C:2]1[CH:7]=[CH:6][C:5]([CH2:8][C:9]([OH:11])=[O:10])=[CH:4][C:3]=1[O:12][C:13]([F:16])([F:15])[F:14].C([Li])CCC.Br[CH2:23][CH2:24][CH2:25][Cl:26]. The catalyst is C1COCC1. The product is [Cl:26][CH2:25][CH2:24][CH2:23][CH:8]([C:5]1[CH:6]=[CH:7][C:2]([F:1])=[C:3]([O:12][C:13]([F:15])([F:14])[F:16])[CH:4]=1)[C:9]([OH:11])=[O:10]. The yield is 0.740. (4) The reactants are [F:1][CH:2]([F:21])[O:3][CH2:4][C@@H:5]1[CH2:9][N:8]([C:10]([O:12][C:13]([CH3:16])([CH3:15])[CH3:14])=[O:11])[C@H:7]([C:17]([O:19]C)=[O:18])[CH2:6]1.[Li+].[OH-].Cl. The catalyst is C1COCC1.CO. The product is [C:13]([O:12][C:10]([N:8]1[CH2:9][C@@H:5]([CH2:4][O:3][CH:2]([F:1])[F:21])[CH2:6][C@H:7]1[C:17]([OH:19])=[O:18])=[O:11])([CH3:16])([CH3:14])[CH3:15]. The yield is 0.990. (5) The reactants are [Cl:1][C:2]1[CH:3]=[C:4]([C:9]2[CH:10]=[C:11]([C@:15]3(C)[CH2:20][C:19](=[O:21])[N:18]([CH3:22])[C:17](=[N:23]C(=O)OC(C)(C)C)[NH:16]3)[CH:12]=[CH:13][CH:14]=2)[C:5]([OH:8])=[CH:6][CH:7]=1.[C:32](O)([C:34](F)(F)F)=O.C(Cl)Cl. No catalyst specified. The product is [Cl:1][C:2]1[CH:3]=[C:4]([C:9]2[CH:10]=[C:11]([C@@:15]3([CH2:32][CH3:34])[NH:16][C:17](=[NH:23])[N:18]([CH3:22])[C:19](=[O:21])[CH2:20]3)[CH:12]=[CH:13][CH:14]=2)[C:5]([OH:8])=[CH:6][CH:7]=1. The yield is 0.600. (6) The reactants are [Si:1]([O:8][CH2:9][C:10]1[N:11]([CH3:25])[C:12]2[C:17]([CH:18]=1)=[CH:16][C:15]1[C:19](=[O:24])[CH:20]=[CH:21][CH2:22][O:23][C:14]=1[CH:13]=2)([C:4]([CH3:7])([CH3:6])[CH3:5])([CH3:3])[CH3:2]. The catalyst is CCO.O=[Pt]=O. The product is [Si:1]([O:8][CH2:9][C:10]1[N:11]([CH3:25])[C:12]2[C:17]([CH:18]=1)=[CH:16][C:15]1[C:19](=[O:24])[CH2:20][CH2:21][CH2:22][O:23][C:14]=1[CH:13]=2)([C:4]([CH3:7])([CH3:5])[CH3:6])([CH3:3])[CH3:2]. The yield is 0.940.